From a dataset of Full USPTO retrosynthesis dataset with 1.9M reactions from patents (1976-2016). Predict the reactants needed to synthesize the given product. Given the product [C:1]([O:4][C@@H:5]1[C@@H:13]([C@@:14]2([CH3:33])[CH2:19][CH2:18][C@H:17]([OH:20])[CH2:16][C@@H:15]2[CH2:24][CH2:25][N:26]2[CH2:31][CH2:30][N:29]([CH3:32])[CH2:28][CH2:27]2)[CH2:12][CH2:11][C@@:10]2([CH3:34])[C@H:6]1[CH2:7][CH2:8][C:9]2=[CH2:35])(=[O:3])[CH3:2], predict the reactants needed to synthesize it. The reactants are: [C:1]([O:4][C@@H:5]1[C@@H:13]([C@@:14]2([CH3:33])[CH2:19][CH2:18][C@H:17]([O:20]C(=O)C)[CH2:16][C@@H:15]2[CH2:24][CH2:25][N:26]2[CH2:31][CH2:30][N:29]([CH3:32])[CH2:28][CH2:27]2)[CH2:12][CH2:11][C@@:10]2([CH3:34])[C@H:6]1[CH2:7][CH2:8][C:9]2=[CH2:35])(=[O:3])[CH3:2].C[O-].[Na+].